From a dataset of Full USPTO retrosynthesis dataset with 1.9M reactions from patents (1976-2016). Predict the reactants needed to synthesize the given product. (1) Given the product [CH3:1][O:2][C:3](=[O:29])[CH:4]([NH2:18])[CH2:5][C:6]1[CH:7]=[C:8]2[C:12](=[C:13]([CH2:15][CH3:16])[CH:14]=1)[NH:11][N:10]=[C:9]2[CH3:17], predict the reactants needed to synthesize it. The reactants are: [CH3:1][O:2][C:3](=[O:29])[C:4]([NH:18]C(OCC1C=CC=CC=1)=O)=[CH:5][C:6]1[CH:7]=[C:8]2[C:12](=[C:13]([CH2:15][CH3:16])[CH:14]=1)[NH:11][N:10]=[C:9]2[CH3:17]. (2) Given the product [C:2]([N:6]1[C:18]([CH3:22])=[CH:17][C:11]([C:12]([O:14][CH2:15][CH3:16])=[O:13])=[N:7]1)([CH3:5])([CH3:4])[CH3:3], predict the reactants needed to synthesize it. The reactants are: Cl.[C:2]([NH:6][NH2:7])([CH3:5])([CH3:4])[CH3:3].C([C:11](=[C:17]=[CH:18]N(C)C)[C:12]([O:14][CH2:15][CH3:16])=[O:13])(=O)C.[CH2:22](O)C. (3) Given the product [CH:16]1([C@H:20]([NH:22][C:23]2[N:31]=[C:30]([C:32]#[N:33])[N:29]=[C:28]3[C:24]=2[N:25]([CH2:34][C@H:35]2[CH2:36][CH2:37][C@H:38]([CH3:41])[CH2:39][CH2:40]2)[C:26]([C:49]([C:44]2[CH:45]=[CH:46][CH:47]=[CH:48][C:43]=2[F:42])([OH:51])[CH3:50])=[N:27]3)[CH3:21])[CH2:19][CH2:18][CH2:17]1, predict the reactants needed to synthesize it. The reactants are: [Li]CCCC.CC1(C)CCCC(C)(C)N1.[CH:16]1([C@H:20]([NH:22][C:23]2[N:31]=[C:30]([C:32]#[N:33])[N:29]=[C:28]3[C:24]=2[N:25]([CH2:34][C@H:35]2[CH2:40][CH2:39][C@H:38]([CH3:41])[CH2:37][CH2:36]2)[CH:26]=[N:27]3)[CH3:21])[CH2:19][CH2:18][CH2:17]1.[F:42][C:43]1[CH:48]=[CH:47][CH:46]=[CH:45][C:44]=1[C:49](=[O:51])[CH3:50]. (4) Given the product [NH2:11][CH:9]([C:8]([N:15]1[C:23]2[C:18](=[C:19]([NH:24][S:25]([CH3:28])(=[O:27])=[O:26])[CH:20]=[CH:21][CH:22]=2)[CH:17]=[CH:16]1)([C:5]1[CH:4]=[CH:3][C:2]([Cl:1])=[CH:7][CH:6]=1)[CH2:13][CH3:14])[CH3:10], predict the reactants needed to synthesize it. The reactants are: [Cl:1][C:2]1[CH:7]=[CH:6][C:5]([C:8]([N:15]2[C:23]3[C:18](=[C:19]([NH:24][S:25]([CH3:28])(=[O:27])=[O:26])[CH:20]=[CH:21][CH:22]=3)[CH:17]=[CH:16]2)([CH2:13][CH3:14])[C:9](=[N:11]O)[CH3:10])=[CH:4][CH:3]=1. (5) Given the product [Cl:16][C:5]1[C:4]([N+:1]([O-:3])=[O:2])=[CH:9][N:8]=[C:7]2[S:10][CH:11]=[CH:12][C:6]=12, predict the reactants needed to synthesize it. The reactants are: [N+:1]([C:4]1[CH:9]=[N:8][C:7]2[S:10][CH:11]=[CH:12][C:6]=2[C:5]=1O)([O-:3])=[O:2].O=P(Cl)(Cl)[Cl:16]. (6) The reactants are: [Cl:1][C:2]1[CH:7]=[N:6][NH:5][C:4](=[O:8])[CH:3]=1.[O:9]1[CH:14]=[CH:13][CH2:12][CH2:11][CH2:10]1.C1(C)C=CC(S(O)(=O)=O)=CC=1.C(=O)([O-])[O-].[Na+].[Na+]. Given the product [Cl:1][C:2]1[CH:7]=[N:6][N:5]([CH:10]2[CH2:11][CH2:12][CH2:13][CH2:14][O:9]2)[C:4](=[O:8])[CH:3]=1, predict the reactants needed to synthesize it. (7) Given the product [Cl:1][C:2]1[CH:12]=[C:11]([Cl:13])[CH:10]=[CH:9][C:3]=1[O:4][CH2:5][C:6]([NH:26][C:17]1[S:18][C:19]([CH2:20][CH2:21][O:22][N+:23]([O-:25])=[O:24])=[C:15]([CH3:14])[N:16]=1)=[O:8], predict the reactants needed to synthesize it. The reactants are: [Cl:1][C:2]1[CH:12]=[C:11]([Cl:13])[CH:10]=[CH:9][C:3]=1[O:4][CH2:5][C:6]([OH:8])=O.[CH3:14][C:15]1[N:16]=[C:17]([NH2:26])[S:18][C:19]=1[CH2:20][CH2:21][O:22][N+:23]([O-:25])=[O:24].